Dataset: Full USPTO retrosynthesis dataset with 1.9M reactions from patents (1976-2016). Task: Predict the reactants needed to synthesize the given product. (1) Given the product [C:34]([N:30]1[CH2:31][CH2:32][CH:28]([S:25]([NH:24][C:22]2[CH:23]=[C:18]([C:16]([N:13]3[CH2:14][CH2:15][CH:10]([C:7]4[CH:6]=[CH:5][C:4]([C:2]#[N:3])=[CH:9][CH:8]=4)[CH2:11][CH2:12]3)=[O:17])[CH:19]=[CH:20][C:21]=2[CH3:33])(=[O:27])=[O:26])[CH2:29]1)(=[O:36])[CH3:35], predict the reactants needed to synthesize it. The reactants are: Cl.[C:2]([C:4]1[CH:9]=[CH:8][C:7]([CH:10]2[CH2:15][CH2:14][N:13]([C:16]([C:18]3[CH:19]=[CH:20][C:21]([CH3:33])=[C:22]([NH:24][S:25]([CH:28]4[CH2:32][CH2:31][NH:30][CH2:29]4)(=[O:27])=[O:26])[CH:23]=3)=[O:17])[CH2:12][CH2:11]2)=[CH:6][CH:5]=1)#[N:3].[C:34](OC(=O)C)(=[O:36])[CH3:35]. (2) Given the product [F:1][C:2]1[C:7]([F:8])=[CH:6][CH:5]=[CH:4][C:3]=1[C@@H:9]1[CH2:19][CH2:18][C@@H:17]([OH:20])[C:12]2=[N:13][CH:14]=[CH:15][CH:16]=[C:11]2[C:10]1=[O:31], predict the reactants needed to synthesize it. The reactants are: [F:1][C:2]1[C:7]([F:8])=[CH:6][CH:5]=[CH:4][C:3]=1[CH:9]1[CH2:19][CH2:18][C@@H:17]([O:20][Si](C(C)C)(C(C)C)C(C)C)[C:12]2=[N:13][CH:14]=[CH:15][CH:16]=[C:11]2[C:10]1=[O:31].CCCC[N+](CCCC)(CCCC)CCCC.[F-].C(OCC)(=O)C.CCCCCC. (3) Given the product [CH:20]1([C:18]([C:12]2[CH:13]=[C:14]([CH3:17])[CH:15]=[CH:16][C:11]=2[NH:10][C:8](=[O:9])[NH:7][C:5]2[S:6][C:2]([S:25][C:26]3[N:30]([CH2:31][C:32]([OH:34])=[O:33])[N:29]=[N:28][N:27]=3)=[CH:3][N:4]=2)=[O:19])[CH2:24][CH2:23][CH2:22][CH2:21]1, predict the reactants needed to synthesize it. The reactants are: Br[C:2]1[S:6][C:5]([NH:7][C:8]([NH:10][C:11]2[CH:16]=[CH:15][C:14]([CH3:17])=[CH:13][C:12]=2[C:18]([CH:20]2[CH2:24][CH2:23][CH2:22][CH2:21]2)=[O:19])=[O:9])=[N:4][CH:3]=1.[SH:25][C:26]1[N:30]([CH2:31][C:32]([OH:34])=[O:33])[N:29]=[N:28][N:27]=1. (4) The reactants are: [CH3:1][NH:2][C:3]1[CH:12]=[CH:11][C:10]2[NH:9][C:8](=[O:13])[C:7]3[NH:14][CH:15]=[CH:16][C:6]=3[C:5]=2[CH:4]=1.Cl.[CH2:18]([C:20]([OH:22])=[O:21])[CH3:19].NC1C=CC2NC(=O)C3NC=CC=3C=2C=1.C(C([O-])=O)C.[CH3:43][S:44](Cl)(=[O:46])=[O:45]. Given the product [CH3:43][S:44]([N:2]([CH3:1])[C:3]1[CH:12]=[CH:11][C:10]2[NH:9][C:8](=[O:13])[C:7]3[NH:14][CH:15]=[CH:16][C:6]=3[C:5]=2[CH:4]=1)(=[O:46])=[O:45].[CH2:18]([C:20]([O-:22])=[O:21])[CH3:19], predict the reactants needed to synthesize it. (5) The reactants are: [NH2:1]/[C:2](=[N:16]\[OH:17])/[C@H:3]1[CH2:7][CH2:6][C@H:5]([NH:8][C:9](=[O:15])[O:10][C:11]([CH3:14])([CH3:13])[CH3:12])[CH2:4]1.[C:18]([O-])(=O)[CH3:19].[Na+]. Given the product [C:18]1([C:19]2[O:17][N:16]=[C:2]([C@H:3]3[CH2:7][CH2:6][C@H:5]([NH:8][C:9](=[O:15])[O:10][C:11]([CH3:12])([CH3:13])[CH3:14])[CH2:4]3)[N:1]=2)[CH:6]=[CH:7][CH:3]=[CH:4][CH:5]=1, predict the reactants needed to synthesize it. (6) Given the product [OH:14][CH:13]([C:15]1[CH:20]=[CH:19][CH:18]=[CH:17][CH:16]=1)[CH2:12][O:11][C:10]1[CH:21]=[C:22]([OH:25])[CH:23]=[CH:24][C:9]=1[OH:8], predict the reactants needed to synthesize it. The reactants are: C([O:8][C:9]1[CH:24]=[CH:23][C:22]([O:25]CC2C=CC=CC=2)=[CH:21][C:10]=1[O:11][CH2:12][CH:13]([C:15]1[CH:20]=[CH:19][CH:18]=[CH:17][CH:16]=1)[OH:14])C1C=CC=CC=1. (7) Given the product [CH3:1][C:2]([S:24]([CH3:27])(=[O:25])=[O:26])([CH2:8][CH2:9][N:10]1[CH:15]=[CH:14][C:13]([C:16]2[CH:21]=[CH:20][CH:19]=[CH:18][CH:17]=2)=[C:12]([CH3:22])[C:11]1=[O:23])[C:3]([OH:5])=[O:4], predict the reactants needed to synthesize it. The reactants are: [CH3:1][C:2]([S:24]([CH3:27])(=[O:26])=[O:25])([CH2:8][CH2:9][N:10]1[CH:15]=[CH:14][C:13]([C:16]2[CH:21]=[CH:20][CH:19]=[CH:18][CH:17]=2)=[C:12]([CH3:22])[C:11]1=[O:23])[C:3]([O:5]CC)=[O:4].O.[OH-].[Li+].